This data is from Forward reaction prediction with 1.9M reactions from USPTO patents (1976-2016). The task is: Predict the product of the given reaction. The product is: [ClH:34].[ClH:34].[CH2:6]([N:13]1[CH2:18][CH2:17][N:16]([C:19]2[C:20]([CH3:33])=[C:21]([CH3:32])[C:22]3[O:26][C:25]([CH3:27])([CH3:28])[CH:24]([N:1]4[CH2:5][CH2:4][CH2:3][CH2:2]4)[C:23]=3[C:30]=2[CH3:31])[CH2:15][CH2:14]1)[C:7]1[CH:8]=[CH:9][CH:10]=[CH:11][CH:12]=1. Given the reactants [NH:1]1[CH2:5][CH2:4][CH2:3][CH2:2]1.[CH2:6]([N:13]1[CH2:18][CH2:17][N:16]([C:19]2[C:20]([CH3:33])=[C:21]([CH3:32])[C:22]3[O:26][C:25]([CH3:28])([CH3:27])[CH:24](O)[C:23]=3[C:30]=2[CH3:31])[CH2:15][CH2:14]1)[C:7]1[CH:12]=[CH:11][CH:10]=[CH:9][CH:8]=1.[ClH:34], predict the reaction product.